Dataset: Full USPTO retrosynthesis dataset with 1.9M reactions from patents (1976-2016). Task: Predict the reactants needed to synthesize the given product. Given the product [C:14]1([CH:8]([C:2]2[CH:3]=[CH:4][CH:5]=[CH:6][CH:7]=2)[N:9]2[CH2:12][C:11](=[O:13])[CH2:10]2)[CH:15]=[CH:16][CH:17]=[CH:18][CH:19]=1, predict the reactants needed to synthesize it. The reactants are: Cl.[C:2]1([CH:8]([C:14]2[CH:19]=[CH:18][CH:17]=[CH:16][CH:15]=2)[N:9]2[CH2:12][CH:11]([OH:13])[CH2:10]2)[CH:7]=[CH:6][CH:5]=[CH:4][CH:3]=1.C(N(CC)CC)C.O.